From a dataset of Kir2.1 potassium channel HTS with 301,493 compounds. Binary Classification. Given a drug SMILES string, predict its activity (active/inactive) in a high-throughput screening assay against a specified biological target. (1) The molecule is S(=O)(=O)(Nc1c(n(n(c1=O)c1ccccc1)C)C)c1ccc(SC)cc1. The result is 0 (inactive). (2) The molecule is S(=O)(=O)(n1c(ncc1)C)c1c(OCC)ccc(OCC)c1. The result is 0 (inactive). (3) The compound is Clc1c(c2oc3c(n2)cc(NC(=O)C)cc3)cc(F)c(F)c1. The result is 0 (inactive). (4) The drug is s1c2nc3c(cc(CC)cc3)cc2cc1C(O)=O. The result is 0 (inactive). (5) The molecule is S(=O)(=O)(N1CCc2c(C1)cccc2)Cc1ccccc1. The result is 0 (inactive). (6) The compound is S(CC(=O)N(CCCOC)c1c(n(Cc2ccccc2)c(=O)[nH]c1=O)N)Cc1ccc(cc1)C. The result is 0 (inactive). (7) The molecule is S(=O)(=O)(NC)c1ccc(NC(=O)c2cc(sc2)C)cc1. The result is 0 (inactive). (8) The compound is Clc1ccc(NC(=O)CN(C(C(=O)N2CCCCC2)C)C)cc1. The result is 0 (inactive).